From a dataset of NCI-60 drug combinations with 297,098 pairs across 59 cell lines. Regression. Given two drug SMILES strings and cell line genomic features, predict the synergy score measuring deviation from expected non-interaction effect. (1) Drug 1: CN1CCC(CC1)COC2=C(C=C3C(=C2)N=CN=C3NC4=C(C=C(C=C4)Br)F)OC. Drug 2: C(CC(=O)O)C(=O)CN.Cl. Cell line: MDA-MB-435. Synergy scores: CSS=-7.63, Synergy_ZIP=0.545, Synergy_Bliss=-5.90, Synergy_Loewe=-10.2, Synergy_HSA=-8.78. (2) Synergy scores: CSS=3.44, Synergy_ZIP=-0.521, Synergy_Bliss=0.838, Synergy_Loewe=-3.96, Synergy_HSA=-2.73. Drug 1: CC1=C(C(CCC1)(C)C)C=CC(=CC=CC(=CC(=O)O)C)C. Cell line: LOX IMVI. Drug 2: CS(=O)(=O)OCCCCOS(=O)(=O)C.